Regression. Given two drug SMILES strings and cell line genomic features, predict the synergy score measuring deviation from expected non-interaction effect. From a dataset of NCI-60 drug combinations with 297,098 pairs across 59 cell lines. (1) Drug 1: C1=CC=C(C=C1)NC(=O)CCCCCCC(=O)NO. Drug 2: B(C(CC(C)C)NC(=O)C(CC1=CC=CC=C1)NC(=O)C2=NC=CN=C2)(O)O. Cell line: CAKI-1. Synergy scores: CSS=30.1, Synergy_ZIP=-3.00, Synergy_Bliss=0.880, Synergy_Loewe=-9.11, Synergy_HSA=-3.09. (2) Drug 1: CCC1(CC2CC(C3=C(CCN(C2)C1)C4=CC=CC=C4N3)(C5=C(C=C6C(=C5)C78CCN9C7C(C=CC9)(C(C(C8N6C)(C(=O)OC)O)OC(=O)C)CC)OC)C(=O)OC)O. Drug 2: COCCOC1=C(C=C2C(=C1)C(=NC=N2)NC3=CC=CC(=C3)C#C)OCCOC. Cell line: T-47D. Synergy scores: CSS=44.7, Synergy_ZIP=0.817, Synergy_Bliss=-0.657, Synergy_Loewe=2.26, Synergy_HSA=4.89.